From a dataset of NCI-60 drug combinations with 297,098 pairs across 59 cell lines. Regression. Given two drug SMILES strings and cell line genomic features, predict the synergy score measuring deviation from expected non-interaction effect. (1) Drug 1: COCCOC1=C(C=C2C(=C1)C(=NC=N2)NC3=CC=CC(=C3)C#C)OCCOC.Cl. Drug 2: N.N.Cl[Pt+2]Cl. Cell line: HOP-92. Synergy scores: CSS=54.8, Synergy_ZIP=-1.31, Synergy_Bliss=-1.56, Synergy_Loewe=-4.87, Synergy_HSA=-0.492. (2) Drug 1: C1=CC(=CC=C1CC(C(=O)O)N)N(CCCl)CCCl.Cl. Drug 2: COC1=C2C(=CC3=C1OC=C3)C=CC(=O)O2. Cell line: HOP-62. Synergy scores: CSS=19.9, Synergy_ZIP=-4.15, Synergy_Bliss=-2.65, Synergy_Loewe=-11.5, Synergy_HSA=-5.61. (3) Drug 1: CCC1=CC2CC(C3=C(CN(C2)C1)C4=CC=CC=C4N3)(C5=C(C=C6C(=C5)C78CCN9C7C(C=CC9)(C(C(C8N6C)(C(=O)OC)O)OC(=O)C)CC)OC)C(=O)OC.C(C(C(=O)O)O)(C(=O)O)O. Drug 2: CC1C(C(CC(O1)OC2CC(CC3=C2C(=C4C(=C3O)C(=O)C5=CC=CC=C5C4=O)O)(C(=O)C)O)N)O. Cell line: 786-0. Synergy scores: CSS=50.5, Synergy_ZIP=1.87, Synergy_Bliss=-1.55, Synergy_Loewe=-10.5, Synergy_HSA=-0.558. (4) Drug 1: CN1C(=O)N2C=NC(=C2N=N1)C(=O)N. Drug 2: C1=CC=C(C=C1)NC(=O)CCCCCCC(=O)NO. Cell line: 786-0. Synergy scores: CSS=-1.38, Synergy_ZIP=-0.900, Synergy_Bliss=-2.36, Synergy_Loewe=-6.52, Synergy_HSA=-3.65.